This data is from Reaction yield outcomes from USPTO patents with 853,638 reactions. The task is: Predict the reaction yield, written as a fraction of the theoretical maximum amount of product (1.0 means a 100% yield; for example, 0.34 means a 34% yield). (1) The reactants are [NH:1]1[C:9]2[C:4](=[CH:5][CH:6]=[CH:7][CH:8]=2)[CH2:3][C:2]1=[O:10].[Cl-].[Al+3].[Cl-].[Cl-].[Cl:15][CH2:16][C:17](Cl)=[O:18].Cl. The catalyst is ClC(Cl)C.C(OCC)(=O)C. The product is [Cl:15][CH2:16][C:17]([C:6]1[CH:5]=[C:4]2[C:9](=[CH:8][CH:7]=1)[NH:1][C:2](=[O:10])[CH2:3]2)=[O:18]. The yield is 0.980. (2) The reactants are [Br:1][C:2]1[CH:3]=[C:4]([NH2:10])[C:5]([O:8][CH3:9])=[N:6][CH:7]=1.[CH:11]1([S:14](Cl)(=[O:16])=[O:15])[CH2:13][CH2:12]1.Cl. The catalyst is N1C=CC=CC=1. The product is [Br:1][C:2]1[CH:3]=[C:4]([NH:10][S:14]([CH:11]2[CH2:13][CH2:12]2)(=[O:16])=[O:15])[C:5]([O:8][CH3:9])=[N:6][CH:7]=1. The yield is 0.630.